Predict the reaction yield, written as a fraction of the theoretical maximum amount of product (1.0 means a 100% yield; for example, 0.34 means a 34% yield). From a dataset of Reaction yield outcomes from USPTO patents with 853,638 reactions. (1) The reactants are [CH2:1]([O:8][C:9]([NH:11][CH2:12][CH2:13][CH2:14][CH2:15][C:16]1[CH:26]=[CH:25][C:19]([O:20][CH2:21][C:22]([OH:24])=O)=[CH:18][CH:17]=1)=[O:10])[C:2]1[CH:7]=[CH:6][CH:5]=[CH:4][CH:3]=1.[NH2:27][C:28]1[CH:33]=[CH:32][CH:31]=[CH:30][CH:29]=1.CCN=C=NCCCN(C)C.Cl. The catalyst is CN(C1C=CN=CC=1)C.C(Cl)Cl. The product is [CH2:1]([O:8][C:9](=[O:10])[NH:11][CH2:12][CH2:13][CH2:14][CH2:15][C:16]1[CH:17]=[CH:18][C:19]([O:20][CH2:21][C:22](=[O:24])[NH:27][C:28]2[CH:33]=[CH:32][CH:31]=[CH:30][CH:29]=2)=[CH:25][CH:26]=1)[C:2]1[CH:3]=[CH:4][CH:5]=[CH:6][CH:7]=1. The yield is 0.990. (2) The reactants are [CH2:1]([O:3][C:4](=[O:25])[CH:5]([C:20]([CH:22]1[CH2:24][CH2:23]1)=O)[C:6](=O)[CH2:7][N:8]1[C:16](=[O:17])[C:15]2[C:10](=[CH:11][CH:12]=[CH:13][CH:14]=2)[C:9]1=[O:18])[CH3:2].Cl.[NH2:27][NH2:28]. No catalyst specified. The product is [CH2:1]([O:3][C:4]([C:5]1[C:6]([CH2:7][N:8]2[C:16](=[O:17])[C:15]3[C:10](=[CH:11][CH:12]=[CH:13][CH:14]=3)[C:9]2=[O:18])=[N:27][NH:28][C:20]=1[CH:22]1[CH2:24][CH2:23]1)=[O:25])[CH3:2]. The yield is 0.360. (3) The reactants are [CH2:1]([N:6]1[CH:10]=[CH:9][C:8]([N+:11]([O-])=O)=[N:7]1)[CH2:2][CH:3]([CH3:5])[CH3:4].N#N. The catalyst is C(O)C. The product is [CH2:1]([N:6]1[CH:10]=[CH:9][C:8]([NH2:11])=[N:7]1)[CH2:2][CH:3]([CH3:5])[CH3:4]. The yield is 1.00. (4) The reactants are [Br:1][C:2]1[CH:18]=[C:5]2[N:6]=[C:7]([CH3:17])[C:8]([CH:11]([OH:16])[C:12]([O:14][CH3:15])=[O:13])=[C:9]([Cl:10])[N:4]2[N:3]=1.C(Cl)Cl.Cl(O)(=O)(=O)=O. The catalyst is C(OC(C)(C)C)(=O)C. The product is [Br:1][C:2]1[CH:18]=[C:5]2[N:6]=[C:7]([CH3:17])[C:8]([CH:11]([O:16][C:8]([CH3:11])([CH3:9])[CH3:7])[C:12]([O:14][CH3:15])=[O:13])=[C:9]([Cl:10])[N:4]2[N:3]=1. The yield is 0.599. (5) The reactants are [NH2:1][C:2]12[CH2:9][C:6]([NH:10][C:11]([C:13]3[CH:18]=[N:17][CH:16]=[C:15]([CH3:19])[N:14]=3)=[O:12])([CH2:7][CH2:8]1)[CH2:5][CH2:4][CH2:3]2.C(N(CC)CC)C.[C:27]([O:31][C:32](O[C:32]([O:31][C:27]([CH3:30])([CH3:29])[CH3:28])=[O:33])=[O:33])([CH3:30])([CH3:29])[CH3:28]. The catalyst is C(Cl)Cl. The product is [C:27]([O:31][C:32](=[O:33])[NH:1][C:2]12[CH2:9][C:6]([NH:10][C:11]([C:13]3[CH:18]=[N:17][CH:16]=[C:15]([CH3:19])[N:14]=3)=[O:12])([CH2:7][CH2:8]1)[CH2:5][CH2:4][CH2:3]2)([CH3:30])([CH3:29])[CH3:28]. The yield is 0.630. (6) The reactants are Br[C:2]1[CH:3]=[C:4]2[C:24]([C:25]([CH3:28])([CH3:27])[CH:26]=1)=[C:7]1[N:8]=[C:9]3[C:14](=[CH:15][C:6]1=[CH:5]2)[C:13]1[CH:16]=[CH:17][CH:18]=[CH:19][C:12]=1[C:11]1[CH:20]=[CH:21][CH:22]=[CH:23][C:10]3=1.[B:29]1([B:29]2[O:33][C:32]([CH3:35])([CH3:34])[C:31]([CH3:37])([CH3:36])[O:30]2)[O:33][C:32]([CH3:35])([CH3:34])[C:31]([CH3:37])([CH3:36])[O:30]1.C([O-])(=O)C.[K+]. The catalyst is C1C=CC([P]([Pd]([P](C2C=CC=CC=2)(C2C=CC=CC=2)C2C=CC=CC=2)([P](C2C=CC=CC=2)(C2C=CC=CC=2)C2C=CC=CC=2)[P](C2C=CC=CC=2)(C2C=CC=CC=2)C2C=CC=CC=2)(C2C=CC=CC=2)C2C=CC=CC=2)=CC=1.O1CCOCC1. The product is [CH3:36][C:31]1([CH3:37])[C:32]([CH3:35])([CH3:34])[O:33][BH:29][O:30]1.[CH3:27][C:25]1([CH3:28])[C:24]2[C:4]([CH:5]=[C:6]3[CH:15]=[C:14]4[C:9]([C:10]5[CH:23]=[CH:22][CH:21]=[CH:20][C:11]=5[C:12]5[CH:19]=[CH:18][CH:17]=[CH:16][C:13]=54)=[N:8][C:7]3=2)=[CH:3][CH:2]=[CH:26]1. The yield is 0.720. (7) The reactants are [O:1]1[CH2:6][CH:5]=[C:4]([C:7]2[N:12]=[C:11]([N:13]3[CH2:18][CH2:17][O:16][CH2:15][CH2:14]3)[N:10]=[C:9]([C:19]3[CH:24]=[CH:23][C:22]([NH:25][C:26]([NH:28][C:29]4[CH:34]=[CH:33][N:32]=[CH:31][CH:30]=4)=[O:27])=[CH:21][CH:20]=3)[N:8]=2)[CH2:3][CH2:2]1. The yield is 0.200. The product is [N:13]1([C:11]2[N:12]=[C:7]([CH:4]3[CH2:5][CH2:6][O:1][CH2:2][CH2:3]3)[N:8]=[C:9]([C:19]3[CH:24]=[CH:23][C:22]([NH:25][C:26]([NH:28][C:29]4[CH:30]=[CH:31][N:32]=[CH:33][CH:34]=4)=[O:27])=[CH:21][CH:20]=3)[N:10]=2)[CH2:14][CH2:15][O:16][CH2:17][CH2:18]1. The catalyst is CO.C1COCC1.C(Cl)Cl.[Pd].